Dataset: Reaction yield outcomes from USPTO patents with 853,638 reactions. Task: Predict the reaction yield, written as a fraction of the theoretical maximum amount of product (1.0 means a 100% yield; for example, 0.34 means a 34% yield). (1) The reactants are [CH2:1]([O:3][C:4]1[C:5]([F:25])=[C:6]([CH:22]=[CH:23][CH:24]=1)[O:7][C:8]1[CH2:12][N:11]([C@@H:13]([CH2:17][CH:18]([CH3:20])[CH3:19])[C:14]([OH:16])=O)[C:10](=[O:21])[CH:9]=1)[CH3:2].Cl.[OH:27][C@@H:28]([CH2:58]O)[CH2:29][N:30]1[CH:34]=[CH:33][C:32]([NH:35]C(=O)[C@@H](N2CC(OC3C=CC=C(Cl)C=3Cl)=CC2=O)CC(C)C)=[N:31]1.F[P-](F)(F)(F)(F)F.N1(O[P+](N(C)C)(N(C)C)N(C)C)C2C=CC=C[C:70]=2N=N1.C(N(CC)C(C)C)(C)C. The catalyst is CN(C)C=O. The product is [OH:27][C:28]([CH3:58])([CH3:70])[CH2:29][N:30]1[CH:34]=[CH:33][C:32]([NH:35][C:14](=[O:16])[C@@H:13]([N:11]2[CH2:12][C:8]([O:7][C:6]3[CH:22]=[CH:23][CH:24]=[C:4]([O:3][CH2:1][CH3:2])[C:5]=3[F:25])=[CH:9][C:10]2=[O:21])[CH2:17][CH:18]([CH3:20])[CH3:19])=[N:31]1. The yield is 0.550. (2) The reactants are Cl.[N+:2]([C:5]1[CH:12]=[CH:11][CH:10]=[C:9]([O:13][CH2:14][CH:15]2[CH2:20][CH2:19][CH2:18][NH:17][CH2:16]2)[C:6]=1[C:7]#[N:8])([O-:4])=[O:3].C(N(CC)CC)C.[CH2:28]([N:31]=[C:32]=[O:33])[CH2:29][CH3:30]. The catalyst is C1COCC1. The product is [C:7]([C:6]1[C:5]([N+:2]([O-:4])=[O:3])=[CH:12][CH:11]=[CH:10][C:9]=1[O:13][CH2:14][CH:15]1[CH2:20][CH2:19][CH2:18][N:17]([C:32]([NH:31][CH2:28][CH2:29][CH3:30])=[O:33])[CH2:16]1)#[N:8]. The yield is 1.00. (3) The yield is 0.620. The catalyst is CN(C1C=CN=CC=1)C.C1COCC1. The product is [F:43][C:42]([F:44])([F:45])[C:38]1[CH:37]=[C:36]([NH:33][C:34](=[O:35])[NH:1][C:2]2[CH:32]=[CH:31][C:5]([C:6]([C:8]3[CH:17]=[C:16]4[C:11]([N:12]=[CH:13][C:14]([CH:18]5[CH2:23][CH2:22][N:21]([C:24]([O:26][C:27]([CH3:28])([CH3:29])[CH3:30])=[O:25])[CH2:20][CH2:19]5)=[N:15]4)=[CH:10][CH:9]=3)=[O:7])=[CH:4][CH:3]=2)[CH:41]=[CH:40][CH:39]=1. The reactants are [NH2:1][C:2]1[CH:32]=[CH:31][C:5]([C:6]([C:8]2[CH:17]=[C:16]3[C:11]([N:12]=[CH:13][C:14]([CH:18]4[CH2:23][CH2:22][N:21]([C:24]([O:26][C:27]([CH3:30])([CH3:29])[CH3:28])=[O:25])[CH2:20][CH2:19]4)=[N:15]3)=[CH:10][CH:9]=2)=[O:7])=[CH:4][CH:3]=1.[N:33]([C:36]1[CH:41]=[CH:40][CH:39]=[C:38]([C:42]([F:45])([F:44])[F:43])[CH:37]=1)=[C:34]=[O:35]. (4) The reactants are [Br:1][C:2]1[CH:7]=[CH:6][C:5]([OH:8])=[C:4]([N+:9]([O-:11])=[O:10])[N:3]=1.C(=O)([O-])[O-:13].[K+].[K+].[CH3:18][CH2:19][O:20][CH2:21][CH3:22]. The catalyst is CC(C)=O.BrCC(OCC)=O. The product is [CH2:19]([O:20][C:21](=[O:13])[CH2:22][O:8][C:5]1[C:4]([N+:9]([O-:11])=[O:10])=[N:3][C:2]([Br:1])=[CH:7][CH:6]=1)[CH3:18]. The yield is 0.890. (5) The reactants are COC(=O)C([CH:7]1[CH2:11][CH2:10][CH2:9][CH2:8]1)C=O.[C:13]([NH2:21])(=N)[C:14]1C=CC=CC=1.[Cl:22][C:23]1[CH:24]=[CH:25][C:26]([F:32])=[C:27]([CH:31]=1)[C:28]([NH2:30])=N.[CH2:33]([OH:35])C. The product is [Cl:22][C:23]1[CH:24]=[CH:25][C:26]([F:32])=[C:27]([C:28]2[NH:30][C:33](=[O:35])[N:21]([CH:7]3[CH2:8][CH2:9][CH2:10][CH2:11]3)[CH2:13][CH:14]=2)[CH:31]=1. The yield is 0.510. No catalyst specified.